This data is from NCI-60 drug combinations with 297,098 pairs across 59 cell lines. The task is: Regression. Given two drug SMILES strings and cell line genomic features, predict the synergy score measuring deviation from expected non-interaction effect. (1) Drug 1: CN(CC1=CN=C2C(=N1)C(=NC(=N2)N)N)C3=CC=C(C=C3)C(=O)NC(CCC(=O)O)C(=O)O. Drug 2: C1CC(=O)NC(=O)C1N2C(=O)C3=CC=CC=C3C2=O. Cell line: MOLT-4. Synergy scores: CSS=22.1, Synergy_ZIP=-0.645, Synergy_Bliss=-2.28, Synergy_Loewe=-62.7, Synergy_HSA=-4.21. (2) Drug 1: C(=O)(N)NO. Drug 2: C1=CC=C(C(=C1)C(C2=CC=C(C=C2)Cl)C(Cl)Cl)Cl. Cell line: NCI/ADR-RES. Synergy scores: CSS=-12.6, Synergy_ZIP=9.81, Synergy_Bliss=10.6, Synergy_Loewe=-3.63, Synergy_HSA=-3.23. (3) Drug 1: C1=CC(=CC=C1C#N)C(C2=CC=C(C=C2)C#N)N3C=NC=N3. Drug 2: CC=C1C(=O)NC(C(=O)OC2CC(=O)NC(C(=O)NC(CSSCCC=C2)C(=O)N1)C(C)C)C(C)C. Cell line: A498. Synergy scores: CSS=9.25, Synergy_ZIP=-8.52, Synergy_Bliss=-3.10, Synergy_Loewe=-35.3, Synergy_HSA=-6.19. (4) Drug 1: CC12CCC3C(C1CCC2=O)CC(=C)C4=CC(=O)C=CC34C. Drug 2: CCC1(CC2CC(C3=C(CCN(C2)C1)C4=CC=CC=C4N3)(C5=C(C=C6C(=C5)C78CCN9C7C(C=CC9)(C(C(C8N6C)(C(=O)OC)O)OC(=O)C)CC)OC)C(=O)OC)O.OS(=O)(=O)O. Cell line: MDA-MB-231. Synergy scores: CSS=58.4, Synergy_ZIP=0.616, Synergy_Bliss=4.00, Synergy_Loewe=-10.9, Synergy_HSA=4.12. (5) Drug 1: CC1=C(C(=O)C2=C(C1=O)N3CC4C(C3(C2COC(=O)N)OC)N4)N. Drug 2: CC12CCC3C(C1CCC2OP(=O)(O)O)CCC4=C3C=CC(=C4)OC(=O)N(CCCl)CCCl.[Na+]. Cell line: KM12. Synergy scores: CSS=17.0, Synergy_ZIP=-3.70, Synergy_Bliss=-2.31, Synergy_Loewe=-14.0, Synergy_HSA=-5.65. (6) Cell line: SF-268. Synergy scores: CSS=-0.536, Synergy_ZIP=0.593, Synergy_Bliss=0.711, Synergy_Loewe=0.0486, Synergy_HSA=-0.571. Drug 2: C1CC(=O)NC(=O)C1N2C(=O)C3=CC=CC=C3C2=O. Drug 1: CC1=C(C=C(C=C1)C(=O)NC2=CC(=CC(=C2)C(F)(F)F)N3C=C(N=C3)C)NC4=NC=CC(=N4)C5=CN=CC=C5. (7) Drug 1: C1CCC(CC1)NC(=O)N(CCCl)N=O. Drug 2: C1=NC2=C(N=C(N=C2N1C3C(C(C(O3)CO)O)O)F)N. Cell line: TK-10. Synergy scores: CSS=0.372, Synergy_ZIP=-5.00, Synergy_Bliss=-7.38, Synergy_Loewe=-7.60, Synergy_HSA=-6.90. (8) Drug 1: CC1C(C(CC(O1)OC2CC(OC(C2O)C)OC3=CC4=CC5=C(C(=O)C(C(C5)C(C(=O)C(C(C)O)O)OC)OC6CC(C(C(O6)C)O)OC7CC(C(C(O7)C)O)OC8CC(C(C(O8)C)O)(C)O)C(=C4C(=C3C)O)O)O)O. Drug 2: CCCCC(=O)OCC(=O)C1(CC(C2=C(C1)C(=C3C(=C2O)C(=O)C4=C(C3=O)C=CC=C4OC)O)OC5CC(C(C(O5)C)O)NC(=O)C(F)(F)F)O. Cell line: TK-10. Synergy scores: CSS=53.2, Synergy_ZIP=-0.447, Synergy_Bliss=-2.87, Synergy_Loewe=-3.07, Synergy_HSA=-0.497.